The task is: Predict the product of the given reaction.. This data is from Forward reaction prediction with 1.9M reactions from USPTO patents (1976-2016). (1) Given the reactants [CH3:1][C:2]([CH:17]1[CH2:22][CH2:21][N:20](C(OC(C)(C)C)=O)[CH2:19][CH2:18]1)([S:4]([C:7]1[CH:12]=[CH:11][CH:10]=[C:9]([C:13]([F:16])([F:15])[F:14])[CH:8]=1)(=[O:6])=[O:5])[CH3:3].Cl, predict the reaction product. The product is: [CH3:3][C:2]([CH:17]1[CH2:22][CH2:21][NH:20][CH2:19][CH2:18]1)([S:4]([C:7]1[CH:12]=[CH:11][CH:10]=[C:9]([C:13]([F:15])([F:14])[F:16])[CH:8]=1)(=[O:5])=[O:6])[CH3:1]. (2) Given the reactants [OH:1][C:2]1[CH:3]=[C:4]([CH:7]=[CH:8][CH:9]=1)[CH2:5][OH:6].C(=O)([O-])[O-].[K+].[K+].[CH:16]1[C:21]([C:22]#[N:23])=[CH:20][N:19]=[C:18](Cl)[CH:17]=1.O, predict the reaction product. The product is: [OH:6][CH2:5][C:4]1[CH:3]=[C:2]([CH:9]=[CH:8][CH:7]=1)[O:1][C:18]1[CH:17]=[CH:16][C:21]([C:22]#[N:23])=[CH:20][N:19]=1. (3) Given the reactants [Cl:1][C:2]1[CH:31]=[C:30]([C:32]#[N:33])[CH:29]=[CH:28][C:3]=1[CH2:4][N:5]1[C:9]2[CH:10]=[C:11]([O:15][CH2:16][C:17]3[CH:26]=[CH:25][CH:24]=[CH:23][C:18]=3[C:19]([O:21]C)=[O:20])[CH:12]=[C:13]([CH3:14])[C:8]=2[N:7]=[C:6]1[CH3:27].[OH-].[Na+].COCCO.Cl, predict the reaction product. The product is: [Cl:1][C:2]1[CH:31]=[C:30]([C:32]#[N:33])[CH:29]=[CH:28][C:3]=1[CH2:4][N:5]1[C:9]2[CH:10]=[C:11]([O:15][CH2:16][C:17]3[CH:26]=[CH:25][CH:24]=[CH:23][C:18]=3[C:19]([OH:21])=[O:20])[CH:12]=[C:13]([CH3:14])[C:8]=2[N:7]=[C:6]1[CH3:27]. (4) Given the reactants C([C:3]([CH3:13])([CH3:12])[C:4]#[C:5][C:6]([OH:11])([CH3:10])[C:7]([OH:9])=O)C.[C:14]([O:18][C:19]([NH:21][CH2:22][C:23]1[CH:37]=[CH:36][C:35]([Cl:38])=[CH:34][C:24]=1[CH2:25][NH:26][C:27](=[O:33])[C@@H:28]1[CH2:32][CH2:31][CH2:30][NH:29]1)=[O:20])([CH3:17])([CH3:16])[CH3:15].C1C=C2N=NN(O)C2=CC=1.O.C(Cl)CCl.C(N(C(C)C)CC)(C)C, predict the reaction product. The product is: [CH3:10][C:6]([OH:11])([C:5]#[C:4][CH:3]([CH3:12])[CH3:13])[C:7]([N:29]1[CH2:30][CH2:31][CH2:32][C@H:28]1[C:27]([NH:26][CH2:25][C:24]1[CH:34]=[C:35]([Cl:38])[CH:36]=[CH:37][C:23]=1[CH2:22][NH:21][C:19]([O:18][C:14]([CH3:15])([CH3:16])[CH3:17])=[O:20])=[O:33])=[O:9]. (5) Given the reactants [CH:1]1[CH2:6][CH:5]=[CH:4][CH2:3][CH:2]=1.[Li]C(CC)C.CN(CCN(C)C)C.[Si:20](Cl)([CH3:23])([CH3:22])[CH3:21], predict the reaction product. The product is: [CH:1]1([Si:20]([CH3:23])([CH3:22])[CH3:21])[CH:6]=[CH:5][CH2:4][CH:3]=[CH:2]1.